Dataset: Reaction yield outcomes from USPTO patents with 853,638 reactions. Task: Predict the reaction yield, written as a fraction of the theoretical maximum amount of product (1.0 means a 100% yield; for example, 0.34 means a 34% yield). The catalyst is C(O)C. The reactants are [N:1]#[C:2]Br.[F:4][C:5]1[CH:6]=[C:7]([NH2:21])[C:8]([NH:11][C:12]2[C:17]([CH3:18])=[CH:16][C:15]([CH3:19])=[CH:14][C:13]=2[CH3:20])=[CH:9][CH:10]=1. The product is [F:4][C:5]1[CH:10]=[CH:9][C:8]2[N:11]([C:12]3[C:13]([CH3:20])=[CH:14][C:15]([CH3:19])=[CH:16][C:17]=3[CH3:18])[C:2]([NH2:1])=[N:21][C:7]=2[CH:6]=1. The yield is 0.980.